Dataset: Forward reaction prediction with 1.9M reactions from USPTO patents (1976-2016). Task: Predict the product of the given reaction. (1) Given the reactants Cl[C:2]1[N:7]=[CH:6][C:5]([C:8]#[N:9])=[CH:4][CH:3]=1.[NH2:10][CH2:11][CH2:12][NH:13][C:14]1[CH:19]=[C:18]([C:20]2[CH:25]=[CH:24][CH:23]=[C:22]([CH3:26])[C:21]=2[CH3:27])[N:17]=[C:16]([NH2:28])[N:15]=1, predict the reaction product. The product is: [NH2:28][C:16]1[N:15]=[C:14]([NH:13][CH2:12][CH2:11][NH:10][C:2]2[N:7]=[CH:6][C:5]([C:8]#[N:9])=[CH:4][CH:3]=2)[CH:19]=[C:18]([C:20]2[CH:25]=[CH:24][CH:23]=[C:22]([CH3:26])[C:21]=2[CH3:27])[N:17]=1. (2) Given the reactants [C:1]([Si:5]([CH3:24])([CH3:23])[O:6][CH2:7][CH2:8][N:9]1[CH2:14][CH2:13][N:12]([CH2:15][C:16]2[CH:21]=[CH:20][C:19]([NH2:22])=[CH:18][CH:17]=2)[CH2:11][CH2:10]1)([CH3:4])([CH3:3])[CH3:2].C1C(=O)N([Br:32])C(=O)C1, predict the reaction product. The product is: [Br:32][C:18]1[CH:17]=[C:16]([CH2:15][N:12]2[CH2:11][CH2:10][N:9]([CH2:8][CH2:7][O:6][Si:5]([C:1]([CH3:4])([CH3:3])[CH3:2])([CH3:24])[CH3:23])[CH2:14][CH2:13]2)[CH:21]=[CH:20][C:19]=1[NH2:22]. (3) Given the reactants Br[C:2]1[CH:3]=[N:4][C:5]2[N:6]([CH:8]=[C:9]([CH2:11][O:12][C:13]3[CH:18]=[CH:17][C:16]([F:19])=[CH:15][N:14]=3)[N:10]=2)[CH:7]=1.[C:20]([C:22]1[CH:27]=[CH:26][C:25](B(O)O)=[C:24]([O:31][CH3:32])[CH:23]=1)#[N:21], predict the reaction product. The product is: [F:19][C:16]1[CH:17]=[CH:18][C:13]([O:12][CH2:11][C:9]2[N:10]=[C:5]3[N:4]=[CH:3][C:2]([C:25]4[CH:26]=[CH:27][C:22]([C:20]#[N:21])=[CH:23][C:24]=4[O:31][CH3:32])=[CH:7][N:6]3[CH:8]=2)=[N:14][CH:15]=1. (4) The product is: [Cl:1][C:2]1[C:3]([C:9](=[N:20][O:21][CH:29]([CH3:31])[CH3:30])[C@@H:10]([NH:12][C:13](=[O:19])[O:14][C:15]([CH3:16])([CH3:17])[CH3:18])[CH3:11])=[N:4][CH:5]=[C:6]([Cl:8])[CH:7]=1. Given the reactants [Cl:1][C:2]1[C:3]([C:9](=[N:20][OH:21])[C@@H:10]([NH:12][C:13](=[O:19])[O:14][C:15]([CH3:18])([CH3:17])[CH3:16])[CH3:11])=[N:4][CH:5]=[C:6]([Cl:8])[CH:7]=1.C(=O)([O-])[O-].[K+].[K+].I[CH:29]([CH3:31])[CH3:30].O, predict the reaction product. (5) Given the reactants [NH2:1][C:2]1[C:3]([Cl:44])=[C:4]([CH2:29][N:30]2[CH2:35][CH2:34][CH2:33][C@@H:32]([NH:36][C:37](=[O:43])[O:38][C:39]([CH3:42])([CH3:41])[CH3:40])[CH2:31]2)[C:5]([C:25]([F:28])([F:27])[F:26])=[CH:6][C:7]=1[C:8](=[O:24])[NH:9][CH2:10][C:11]1[CH:16]=[C:15]([Cl:17])[CH:14]=[CH:13][C:12]=1[S:18]([CH2:21][CH2:22][CH3:23])(=[O:20])=[O:19].ClC1C(C2OCCO2)=C(OC(F)(F)F)C=C2C=1N[C:53](=[O:56])N(CC1C=C(Cl)C=CC=1S(CC)(=O)=O)C2=O, predict the reaction product. The product is: [Cl:44][C:3]1[C:4]([CH2:29][N:30]2[CH2:35][CH2:34][CH2:33][C@@H:32]([NH:36][C:37](=[O:43])[O:38][C:39]([CH3:42])([CH3:41])[CH3:40])[CH2:31]2)=[C:5]([C:25]([F:26])([F:27])[F:28])[CH:6]=[C:7]2[C:2]=1[NH:1][C:53](=[O:56])[N:9]([CH2:10][C:11]1[CH:16]=[C:15]([Cl:17])[CH:14]=[CH:13][C:12]=1[S:18]([CH2:21][CH2:22][CH3:23])(=[O:19])=[O:20])[C:8]2=[O:24]. (6) Given the reactants [S:1]1[CH:5]=[CH:4][CH:3]=[C:2]1[C:6]([NH2:8])=[O:7].[Cl:9][C:10]([Cl:14])([CH3:13])[CH:11]=O.[NH:15]1[C:19]2[CH:20]=[CH:21][CH:22]=[CH:23][C:18]=2[N:17]=[N:16]1.C1(C)C=CC(S(O)(=O)=O)=CC=1, predict the reaction product. The product is: [N:15]1([CH:11]([NH:8][C:6]([C:2]2[S:1][CH:5]=[CH:4][CH:3]=2)=[O:7])[C:10]([Cl:14])([Cl:9])[CH3:13])[C:19]2[CH:20]=[CH:21][CH:22]=[CH:23][C:18]=2[N:17]=[N:16]1. (7) Given the reactants [NH:1]1[CH2:6][CH2:5][NH:4][CH2:3][C:2]1=[O:7].C(N(CC)CC)C.[CH:15]1[C:24]2[C:19](=[CH:20][CH:21]=[CH:22][CH:23]=2)[CH:18]=[CH:17][C:16]=1[S:25](Cl)(=[O:27])=[O:26], predict the reaction product. The product is: [CH:15]1[C:24]2[C:19](=[CH:20][CH:21]=[CH:22][CH:23]=2)[CH:18]=[CH:17][C:16]=1[S:25]([N:4]1[CH2:5][CH2:6][NH:1][C:2](=[O:7])[CH2:3]1)(=[O:26])=[O:27].